This data is from Catalyst prediction with 721,799 reactions and 888 catalyst types from USPTO. The task is: Predict which catalyst facilitates the given reaction. (1) Reactant: [Br:1][C:2]1[CH:7]=[CH:6][C:5]([CH2:8][NH2:9])=[C:4]([F:10])[CH:3]=1.[C:11]([C:15]1[CH:23]=[CH:22][C:18]([C:19](O)=[O:20])=[CH:17][CH:16]=1)([CH3:14])([CH3:13])[CH3:12].C1C=CC2N(O)N=NC=2C=1.CCN=C=NCCCN(C)C.CCN(C(C)C)C(C)C. Product: [Br:1][C:2]1[CH:7]=[CH:6][C:5]([CH2:8][NH:9][C:19](=[O:20])[C:18]2[CH:22]=[CH:23][C:15]([C:11]([CH3:13])([CH3:12])[CH3:14])=[CH:16][CH:17]=2)=[C:4]([F:10])[CH:3]=1. The catalyst class is: 4. (2) Reactant: [CH3:1][CH2:2][CH2:3][CH2:4][CH2:5][CH2:6][CH2:7][CH2:8][CH2:9][CH2:10][CH2:11][CH2:12][CH2:13][N+:14]([CH2:17][C:18]1[CH:19]=[CH:20][CH:21]=[CH:22][CH:23]=1)([CH3:16])[CH3:15].[Cl-].[CH3:25][CH2:26][N:27]1[C:33](=[O:34])[C:31](=[O:32])[N:30]([C:35]([NH:37][C@@H:38]([C:45]([NH:47][C@@H:48]2[C:51](=[O:52])[N:50]3[C@@H:53]([C:58]([O-:60])=[O:59])[C:54]([CH3:57])([CH3:56])[S:55][C@H:49]23)=[O:46])[C:39]2[CH:44]=[CH:43][CH:42]=[CH:41][CH:40]=2)=[O:36])[CH2:29][CH2:28]1.[Na+].C(Cl)(Cl)Cl.CS(C)=O. Product: [CH3:1][CH2:2][CH2:3][CH2:4][CH2:5][CH2:6][CH2:7][CH2:8][CH2:9][CH2:10][CH2:11][CH2:12][CH2:13][N+:14]([CH2:17][C:18]1[CH:19]=[CH:20][CH:21]=[CH:22][CH:23]=1)([CH3:16])[CH3:15].[CH3:25][CH2:26][N:27]1[C:33](=[O:34])[C:31](=[O:32])[N:30]([C:35]([NH:37][C@@H:38]([C:45]([NH:47][C@@H:48]2[C:51](=[O:52])[N:50]3[C@@H:53]([C:58]([OH:60])=[O:59])[C:54]([CH3:56])([CH3:57])[S:55][C@H:49]23)=[O:46])[C:39]2[CH:40]=[CH:41][CH:42]=[CH:43][CH:44]=2)=[O:36])[CH2:29][CH2:28]1. The catalyst class is: 6. (3) Reactant: [Cl:1][C:2]1[CH:7]=[CH:6][C:5]([N:8]=[C:9]=[O:10])=[CH:4][C:3]=1[C:11]([F:14])([F:13])[F:12].[F:15][C:16]1[CH:21]=[C:20]([O:22][C:23]2[CH:28]=[CH:27][N:26]=[C:25]([S:29][CH3:30])[N:24]=2)[CH:19]=[CH:18][C:17]=1[NH2:31]. Product: [Cl:1][C:2]1[CH:7]=[CH:6][C:5]([NH:8][C:9]([NH:31][C:17]2[CH:18]=[CH:19][C:20]([O:22][C:23]3[CH:28]=[CH:27][N:26]=[C:25]([S:29][CH3:30])[N:24]=3)=[CH:21][C:16]=2[F:15])=[O:10])=[CH:4][C:3]=1[C:11]([F:12])([F:13])[F:14]. The catalyst class is: 1. (4) Reactant: [CH3:1][C:2]([O-])([CH3:4])[CH3:3].[K+].[N:7]1[CH:12]=[CH:11]C(C(=O)C)=[CH:9][CH:8]=1. Product: [CH2:1]=[C:2]([C:4]1[CH:11]=[CH:12][N:7]=[CH:8][CH:9]=1)[CH3:3]. The catalyst class is: 1. (5) Reactant: [NH2:1][C:2]1[N:6]([C:7]2[CH:12]=[CH:11][C:10]([F:13])=[CH:9][CH:8]=2)[N:5]=[CH:4][C:3]=1[C:14]([NH:16][CH2:17][C:18]([OH:26])([CH2:23][NH:24][CH3:25])[C:19]([F:22])([F:21])[F:20])=[O:15].C(N(C(C)C)CC)(C)C.[Cl:36][C:37]1[CH:45]=[CH:44][CH:43]=[C:42]([Cl:46])[C:38]=1[C:39](Cl)=[O:40]. Product: [NH2:1][C:2]1[N:6]([C:7]2[CH:8]=[CH:9][C:10]([F:13])=[CH:11][CH:12]=2)[N:5]=[CH:4][C:3]=1[C:14]([NH:16][CH2:17][C:18]([CH2:23][N:24]([C:39]([C:38]1[C:37]([Cl:36])=[CH:45][CH:44]=[CH:43][C:42]=1[Cl:46])=[O:40])[CH3:25])([OH:26])[C:19]([F:22])([F:21])[F:20])=[O:15]. The catalyst class is: 7. (6) The catalyst class is: 74. Reactant: [Br:1][C:2]1[C:7](=[O:8])[NH:6][CH:5]=[C:4]([C:9]([O:11][CH3:12])=[O:10])[CH:3]=1.[CH3:13]N(C=O)C.C(N(CC)CC)C.COS(OC)(=O)=O. Product: [Br:1][C:2]1[C:7](=[O:8])[N:6]([CH3:13])[CH:5]=[C:4]([C:9]([O:11][CH3:12])=[O:10])[CH:3]=1. (7) Reactant: [C:1](Cl)(Cl)=[O:2].[CH3:5][C:6]1[N:10]([CH:11]2[CH2:17][CH:16]3[N:18]([CH2:19][CH2:20][C:21]4([C:27]5[CH:32]=[CH:31][CH:30]=[CH:29][CH:28]=5)[CH2:26][CH2:25][NH:24][CH2:23][CH2:22]4)[CH:13]([CH2:14][CH2:15]3)[CH2:12]2)[C:9]2[CH:33]=[CH:34][CH:35]=[CH:36][C:8]=2[N:7]=1.[CH2:37]([N:39](CC)[CH2:40]C)C. Product: [CH3:37][N:39]([CH3:40])[C:1]([N:24]1[CH2:23][CH2:22][C:21]([CH2:20][CH2:19][N:18]2[CH:16]3[CH2:15][CH2:14][CH:13]2[CH2:12][CH:11]([N:10]2[C:9]4[CH:33]=[CH:34][CH:35]=[CH:36][C:8]=4[N:7]=[C:6]2[CH3:5])[CH2:17]3)([C:27]2[CH:32]=[CH:31][CH:30]=[CH:29][CH:28]=2)[CH2:26][CH2:25]1)=[O:2]. The catalyst class is: 2.